This data is from Aqueous solubility values for 9,982 compounds from the AqSolDB database. The task is: Regression/Classification. Given a drug SMILES string, predict its absorption, distribution, metabolism, or excretion properties. Task type varies by dataset: regression for continuous measurements (e.g., permeability, clearance, half-life) or binary classification for categorical outcomes (e.g., BBB penetration, CYP inhibition). For this dataset (solubility_aqsoldb), we predict Y. The drug is CCN1c2cc(OC)cc(C)c2NC(=O)c2cccnc21. The Y is -5.15 log mol/L.